Dataset: Forward reaction prediction with 1.9M reactions from USPTO patents (1976-2016). Task: Predict the product of the given reaction. (1) Given the reactants [CH2:1]([N:8]([CH2:13][C:14]1[C:19](Cl)=[N:18][C:17]([Cl:21])=[CH:16][N:15]=1)[CH2:9][C@@H:10]([OH:12])[CH3:11])[C:2]1[CH:7]=[CH:6][CH:5]=[CH:4][CH:3]=1.[H-].[Na+].O, predict the reaction product. The product is: [CH2:1]([N:8]1[CH2:13][C:14]2[N:15]=[CH:16][C:17]([Cl:21])=[N:18][C:19]=2[O:12][C@@H:10]([CH3:11])[CH2:9]1)[C:2]1[CH:7]=[CH:6][CH:5]=[CH:4][CH:3]=1. (2) Given the reactants [CH2:1]([NH:3][CH2:4][CH3:5])[CH3:2].S(=O)(=O)(O)O.[CH2:11]=O.[CH2:13]([OH:16])[C:14]#[CH:15].[OH-].[NH4+], predict the reaction product. The product is: [CH2:1]([N:3]([CH2:4][CH3:5])[CH2:11][C:15]#[C:14][CH2:13][OH:16])[CH3:2].